Predict the reaction yield, written as a fraction of the theoretical maximum amount of product (1.0 means a 100% yield; for example, 0.34 means a 34% yield). From a dataset of Reaction yield outcomes from USPTO patents with 853,638 reactions. (1) The reactants are [NH2:1][C:2]1[N:7]=[CH:6][N:5]=[C:4]2[N:8]([CH:12]([C:14]3[CH:21]=[C:20]([Cl:22])[C:17]([C:18]#[N:19])=[C:16]([CH:23]4[CH2:26][NH:25][CH2:24]4)[C:15]=3[O:27][CH2:28][CH3:29])[CH3:13])[N:9]=[C:10]([CH3:11])[C:3]=12.C(N(CC)CC)C.Br[CH2:38][CH2:39][OH:40].C(=O)(O)[O-].[Na+]. The catalyst is O1CCCC1. The product is [NH2:1][C:2]1[N:7]=[CH:6][N:5]=[C:4]2[N:8]([CH:12]([C:14]3[CH:21]=[C:20]([Cl:22])[C:17]([C:18]#[N:19])=[C:16]([CH:23]4[CH2:24][N:25]([CH2:38][CH2:39][OH:40])[CH2:26]4)[C:15]=3[O:27][CH2:28][CH3:29])[CH3:13])[N:9]=[C:10]([CH3:11])[C:3]=12. The yield is 0.440. (2) The product is [F:11][CH2:15][C:16]1([C:22]([O:24][CH2:25][CH3:26])=[O:23])[CH2:21][CH2:20][CH2:19][CH2:18][O:17]1. The yield is 0.630. No catalyst specified. The reactants are COCCN(S(F)(F)[F:11])CCOC.O[CH2:15][C:16]1([C:22]([O:24][CH2:25][CH3:26])=[O:23])[CH2:21][CH2:20][CH2:19][CH2:18][O:17]1.